From a dataset of Catalyst prediction with 721,799 reactions and 888 catalyst types from USPTO. Predict which catalyst facilitates the given reaction. (1) Reactant: [CH2:1]([O:8][CH2:9][CH:10]=[O:11])[C:2]1[CH:7]=[CH:6][CH:5]=[CH:4][CH:3]=1.C1COCC1.[C:17]1([Mg]Br)[CH:22]=[CH:21][CH:20]=[CH:19][CH:18]=1. Product: [CH2:1]([O:8][CH2:9][CH:10]([C:17]1[CH:22]=[CH:21][CH:20]=[CH:19][CH:18]=1)[OH:11])[C:2]1[CH:7]=[CH:6][CH:5]=[CH:4][CH:3]=1. The catalyst class is: 6. (2) Reactant: [Cl:1][S:2]([C:5]1[S:9][C:8]([CH3:10])=[C:7]([C:11](Cl)=[O:12])[CH:6]=1)(=[O:4])=[O:3].[F:14][C:15]([F:24])([F:23])[C:16]1[CH:17]=[C:18]([CH:20]=[CH:21][CH:22]=1)[NH2:19]. Product: [CH3:10][C:8]1[S:9][C:5]([S:2]([Cl:1])(=[O:4])=[O:3])=[CH:6][C:7]=1[C:11](=[O:12])[NH:19][C:18]1[CH:20]=[CH:21][CH:22]=[C:16]([C:15]([F:14])([F:23])[F:24])[CH:17]=1. The catalyst class is: 11. (3) Reactant: [Cl:1][C:2]1[CH:3]=[C:4]2[C:8](=[C:9]([C:11]([OH:13])=O)[CH:10]=1)[NH:7][CH:6]=[CH:5]2.CN(C(ON1N=NC2C=CC=CC1=2)=[N+](C)C)C.[B-](F)(F)(F)F.C(N(CC)C(C)C)(C)C.[C:45]([C:49]1[CH:66]=[CH:65][C:52]([CH2:53][NH:54][CH2:55][C@@H:56]([C:58]2[CH:63]=[CH:62][C:61]([Cl:64])=[CH:60][CH:59]=2)[OH:57])=[CH:51][CH:50]=1)([CH3:48])([CH3:47])[CH3:46]. Product: [C:45]([C:49]1[CH:66]=[CH:65][C:52]([CH2:53][N:54]([CH2:55][C@@H:56]([C:58]2[CH:59]=[CH:60][C:61]([Cl:64])=[CH:62][CH:63]=2)[OH:57])[C:11]([C:9]2[CH:10]=[C:2]([Cl:1])[CH:3]=[C:4]3[C:8]=2[NH:7][CH:6]=[CH:5]3)=[O:13])=[CH:51][CH:50]=1)([CH3:48])([CH3:46])[CH3:47]. The catalyst class is: 18. (4) Reactant: [N:1]1([C:6]2[CH:11]=[CH:10][C:9]([C:12]34[CH2:31][CH:16]5[CH2:17][C:18]([NH:20]C(=O)OCC6C=CC=CC=6)([CH2:19]3)[CH:14]([CH2:15]5)[CH2:13]4)=[CH:8][CH:7]=2)[CH:5]=[CH:4][CH:3]=[CH:2]1. Product: [N:1]1([C:6]2[CH:7]=[CH:8][C:9]([C:12]34[CH2:31][CH:16]5[CH2:17][C:18]([NH2:20])([CH2:19]3)[CH:14]([CH2:15]5)[CH2:13]4)=[CH:10][CH:11]=2)[CH:5]=[CH:4][CH:3]=[CH:2]1. The catalyst class is: 5. (5) Reactant: C([BH3-])#N.[Na+].[NH2:5][CH2:6][CH:7]([C:9]1[CH:14]=[CH:13][C:12]([F:15])=[CH:11][CH:10]=1)[OH:8].[N:16]1[CH:21]=[CH:20][N:19]=[CH:18][C:17]=1[O:22][C:23]1[CH:30]=[CH:29][C:26]([CH:27]=O)=[CH:25][CH:24]=1.C(O)(=O)C. Product: [F:15][C:12]1[CH:13]=[CH:14][C:9]([CH:7]([OH:8])[CH2:6][NH:5][CH2:27][C:26]2[CH:29]=[CH:30][C:23]([O:22][C:17]3[CH:18]=[N:19][CH:20]=[CH:21][N:16]=3)=[CH:24][CH:25]=2)=[CH:10][CH:11]=1. The catalyst class is: 5.